This data is from Catalyst prediction with 721,799 reactions and 888 catalyst types from USPTO. The task is: Predict which catalyst facilitates the given reaction. (1) Product: [NH2:19][C@@H:15]1[CH2:16][CH2:17][CH2:18][C@H:14]1[C@H:13]([C:9]1([C:4]2[CH:5]=[CH:6][C:7]([Cl:8])=[C:2]([Cl:1])[CH:3]=2)[CH2:10][CH2:11][CH2:12]1)[OH:21]. Reactant: [Cl:1][C:2]1[CH:3]=[C:4]([C:9]2([C@H:13]([OH:21])[C@@H:14]3[CH2:18][CH2:17][CH2:16][C:15]3=[N:19]O)[CH2:12][CH2:11][CH2:10]2)[CH:5]=[CH:6][C:7]=1[Cl:8].O. The catalyst class is: 94. (2) Reactant: [F:1][C:2]1[C:7]2[CH2:8][CH:9]([CH2:11][N:12]=[N+]=[N-])[O:10][C:6]=2[C:5]([C:15]2[CH:20]=[CH:19][CH:18]=[CH:17][CH:16]=2)=[CH:4][C:3]=1[F:21]. Product: [F:1][C:2]1[C:7]2[CH2:8][CH:9]([CH2:11][NH2:12])[O:10][C:6]=2[C:5]([C:15]2[CH:16]=[CH:17][CH:18]=[CH:19][CH:20]=2)=[CH:4][C:3]=1[F:21]. The catalyst class is: 465. (3) Reactant: C(Cl)(=O)C(Cl)=O.CS(C)=O.[F:11][C:12]1[CH:38]=[CH:37][C:15]([CH2:16][N:17]2[C:22](=[O:23])[C:21]3[C:24]([O:33][CH3:34])=[C:25]4[C:30](=[O:31])[N:29]([CH3:32])[CH2:28][CH2:27][N:26]4[C:20]=3[C:19]([CH2:35][OH:36])=[N:18]2)=[CH:14][CH:13]=1.C(N(CC)CC)C. Product: [F:11][C:12]1[CH:38]=[CH:37][C:15]([CH2:16][N:17]2[C:22](=[O:23])[C:21]3[C:24]([O:33][CH3:34])=[C:25]4[C:30](=[O:31])[N:29]([CH3:32])[CH2:28][CH2:27][N:26]4[C:20]=3[C:19]([CH:35]=[O:36])=[N:18]2)=[CH:14][CH:13]=1. The catalyst class is: 46. (4) Reactant: Cl[C:2]1[NH:3][CH:4]=[C:5]([N+:7]([O-:9])=[O:8])[N:6]=1.[CH3:10][C@:11]1([CH2:14][N:15]2[CH2:20][CH2:19][CH:18]([C:21]([O:23][CH2:24][CH3:25])=[O:22])[CH2:17][CH2:16]2)[CH2:13][O:12]1.C(=O)([O-])O.[Na+]. Product: [CH3:13][C@@:11]1([CH2:14][N:15]2[CH2:16][CH2:17][CH:18]([C:21]([O:23][CH2:24][CH3:25])=[O:22])[CH2:19][CH2:20]2)[O:12][C:2]2=[N:6][C:5]([N+:7]([O-:9])=[O:8])=[CH:4][N:3]2[CH2:10]1. The catalyst class is: 8. (5) The catalyst class is: 30. Product: [C:1]([O:5][C:6](=[O:19])[CH2:7][CH2:8][C:9]1[CH:10]=[C:11]([CH:16]=[CH:17][CH:18]=1)[C:12]([OH:14])=[O:13])([CH3:4])([CH3:2])[CH3:3]. Reactant: [C:1]([O:5][C:6](=[O:19])[CH2:7][CH2:8][C:9]1[CH:10]=[C:11]([CH:16]=[CH:17][CH:18]=1)[C:12]([O:14]C)=[O:13])([CH3:4])([CH3:3])[CH3:2].[Li+].[OH-].